This data is from Reaction yield outcomes from USPTO patents with 853,638 reactions. The task is: Predict the reaction yield, written as a fraction of the theoretical maximum amount of product (1.0 means a 100% yield; for example, 0.34 means a 34% yield). (1) The reactants are [N:1]1([CH2:7][CH2:8][N:9]2[C:21]3[CH2:20][N:19]([C:22]4[N:27]=[CH:26][C:25]([C:28](O)=[O:29])=[CH:24][N:23]=4)[CH2:18][CH2:17][C:16]=3[C:15]3[C:10]2=[CH:11][CH:12]=[CH:13][CH:14]=3)[CH2:6][CH2:5][O:4][CH2:3][CH2:2]1.CCN=C=NCCCN(C)C.C1C=CC2N(O)N=NC=2C=1.CCN(C(C)C)C(C)C.[NH2:61][O:62][CH:63]1[CH2:68][CH2:67][CH2:66][CH2:65][O:64]1. The catalyst is C(Cl)Cl. The product is [O:64]1[CH2:65][CH2:66][CH2:67][CH2:68][CH:63]1[O:62][NH:61][C:28]([C:25]1[CH:24]=[N:23][C:22]([N:19]2[CH2:18][CH2:17][C:16]3[C:15]4[C:10](=[CH:11][CH:12]=[CH:13][CH:14]=4)[N:9]([CH2:8][CH2:7][N:1]4[CH2:2][CH2:3][O:4][CH2:5][CH2:6]4)[C:21]=3[CH2:20]2)=[N:27][CH:26]=1)=[O:29]. The yield is 0.230. (2) The reactants are [C:1]([O:5][C:6]([N:8]1[CH2:12][CH2:11][CH:10]([OH:13])[CH:9]1[C:14]([OH:16])=[O:15])=[O:7])([CH3:4])([CH3:3])[CH3:2].[C:17]([O-])([O-])=O.[K+].[K+].IC. The catalyst is CN(C=O)C.[Cl-].[Na+].O. The product is [CH3:17][O:15][C:14]([CH:9]1[CH:10]([OH:13])[CH2:11][CH2:12][N:8]1[C:6]([O:5][C:1]([CH3:4])([CH3:2])[CH3:3])=[O:7])=[O:16]. The yield is 0.870.